From a dataset of Forward reaction prediction with 1.9M reactions from USPTO patents (1976-2016). Predict the product of the given reaction. (1) The product is: [OH:8][C@H:9]([CH3:43])[CH2:10][NH:11][C:12](=[O:13])[CH2:14][C@H:15]1[CH2:26][CH2:25][C:24]2[S:23][C:22]3[C:17](=[C:18]([O:27][CH:28]4[CH2:29][CH2:30][CH:31]([NH:34][CH3:35])[CH2:32][CH2:33]4)[N:19]=[CH:20][N:21]=3)[C:16]1=2. Given the reactants [Si]([O:8][C@H:9]([CH3:43])[CH2:10][NH:11][C:12]([CH2:14][C@H:15]1[CH2:26][CH2:25][C:24]2[S:23][C:22]3[C:17](=[C:18]([O:27][CH:28]4[CH2:33][CH2:32][CH:31]([N:34](C)[C:35](=O)OC(C)(C)C)[CH2:30][CH2:29]4)[N:19]=[CH:20][N:21]=3)[C:16]1=2)=[O:13])(C(C)(C)C)(C)C.Cl, predict the reaction product. (2) Given the reactants [C:1]1([C:9]2[CH:14]=[CH:13][CH:12]=[CH:11][CH:10]=2)[CH:6]=[CH:5][C:4]([CH2:7][NH2:8])=[CH:3][CH:2]=1.[CH3:15][O:16][C:17]1[CH:24]=[CH:23][CH:22]=[C:21]([O:25][CH3:26])[C:18]=1[CH:19]=O, predict the reaction product. The product is: [C:1]1([C:9]2[CH:10]=[CH:11][CH:12]=[CH:13][CH:14]=2)[CH:2]=[CH:3][C:4]([CH2:7][N:8]2[CH:19]([C:18]3[C:17]([O:16][CH3:15])=[CH:24][CH:23]=[CH:22][C:21]=3[O:25][CH3:26])[CH2:22][CH2:21][CH2:18][C:17]2=[O:16])=[CH:5][CH:6]=1.